From a dataset of Forward reaction prediction with 1.9M reactions from USPTO patents (1976-2016). Predict the product of the given reaction. (1) The product is: [CH2:15]1[N:1]2[C:12]3=[C:13]4[N:4]([CH2:3][CH2:2]2)[CH2:5][CH2:6][CH2:7][N:8]4[CH2:9][CH2:10][N:11]3[CH2:21][CH:16]1[C:17]([O:19][CH3:20])=[O:18]. Given the reactants [NH:1]1[C:12]2=[C:13]3[N:8]([CH2:9][CH2:10][NH:11]2)[CH2:7][CH2:6][CH2:5][N:4]3[CH2:3][CH2:2]1.Br[CH2:15][CH:16]([CH2:21]Br)[C:17]([O:19][CH3:20])=[O:18].C([O-])([O-])=O.[K+].[K+], predict the reaction product. (2) Given the reactants COC1C=CC(C[N:8]2[C:13]3[NH:14][N:15]=[C:16]([NH:17][C:18]4[CH:23]=[CH:22][CH:21]=[CH:20][CH:19]=4)[C:12]=3[C:11](=[O:24])[N:10]([CH3:25])[C:9]2=[O:26])=CC=1.C(O)(C(F)(F)F)=O.FC(F)(F)S(O)(=O)=O, predict the reaction product. The product is: [CH3:25][N:10]1[C:11](=[O:24])[C:12]2[C:16]([NH:17][C:18]3[CH:23]=[CH:22][CH:21]=[CH:20][CH:19]=3)=[N:15][NH:14][C:13]=2[NH:8][C:9]1=[O:26]. (3) Given the reactants Cl[C:2]1[N:7]=[C:6]([CH2:8][O:9][CH2:10][CH:11]2[CH2:14][C:13]([F:16])([F:15])[CH2:12]2)[CH:5]=[C:4]([C:17]([O:19][CH2:20][CH3:21])=[CH2:18])[N:3]=1.[CH3:22][O:23][C:24]1[CH:25]=[C:26]([CH:28]=[CH:29][C:30]=1[N:31]1[CH:35]=[C:34]([CH3:36])[N:33]=[CH:32]1)[NH2:27].C(=O)([O-])[O-].[Cs+].[Cs+].C1(C2C=CC=CC=2)C=CC=CC=1P(C1CCCCC1)C1CCCCC1, predict the reaction product. The product is: [F:15][C:13]1([F:16])[CH2:14][CH:11]([CH2:10][O:9][CH2:8][C:6]2[CH:5]=[C:4]([C:17]([O:19][CH2:20][CH3:21])=[CH2:18])[N:3]=[C:2]([NH:27][C:26]3[CH:28]=[CH:29][C:30]([N:31]4[CH:35]=[C:34]([CH3:36])[N:33]=[CH:32]4)=[C:24]([O:23][CH3:22])[CH:25]=3)[N:7]=2)[CH2:12]1.